From a dataset of Reaction yield outcomes from USPTO patents with 853,638 reactions. Predict the reaction yield, written as a fraction of the theoretical maximum amount of product (1.0 means a 100% yield; for example, 0.34 means a 34% yield). The reactants are [NH2:1][C:2]1[CH:7]=[CH:6][C:5]([OH:8])=[CH:4][C:3]=1[O:9][CH3:10].[H-].[Na+].[NH2:13][C:14]1[CH:19]=[C:18](Cl)[CH:17]=[CH:16][N:15]=1.C(OCC)C. The catalyst is CS(C)=O. The product is [NH2:13][C:14]1[CH:19]=[C:18]([O:8][C:5]2[CH:6]=[CH:7][C:2]([NH2:1])=[C:3]([O:9][CH3:10])[CH:4]=2)[CH:17]=[CH:16][N:15]=1. The yield is 0.340.